Dataset: Forward reaction prediction with 1.9M reactions from USPTO patents (1976-2016). Task: Predict the product of the given reaction. Given the reactants Br[C:2]1[CH:7]=[CH:6][CH:5]=[CH:4][C:3]=1[CH2:8][C:9]#[N:10].[CH3:11][C:12]1([CH3:26])[C:17]2[CH:18]=[C:19](B(O)O)[CH:20]=[CH:21][C:16]=2[NH:15][C:14](=[O:25])[O:13]1, predict the reaction product. The product is: [CH3:11][C:12]1([CH3:26])[O:13][C:14](=[O:25])[NH:15][C:16]2[CH:21]=[CH:20][C:19]([C:2]3[CH:7]=[CH:6][CH:5]=[CH:4][C:3]=3[CH2:8][C:9]#[N:10])=[CH:18][C:17]1=2.